This data is from Full USPTO retrosynthesis dataset with 1.9M reactions from patents (1976-2016). The task is: Predict the reactants needed to synthesize the given product. (1) Given the product [CH3:17][C:12]1[CH:13]=[CH:14][CH:15]=[CH:16][C:11]=1[C:8]1[CH:9]=[N:10][C:5]2[N:6]([CH:18]=[C:3]([CH2:2][O:26][C:24]3[CH:23]=[CH:22][N:21]=[C:20]([F:19])[CH:25]=3)[N:4]=2)[N:7]=1, predict the reactants needed to synthesize it. The reactants are: Cl[CH2:2][C:3]1[N:4]=[C:5]2[N:10]=[CH:9][C:8]([C:11]3[CH:16]=[CH:15][CH:14]=[CH:13][C:12]=3[CH3:17])=[N:7][N:6]2[CH:18]=1.[F:19][C:20]1[CH:25]=[C:24]([OH:26])[CH:23]=[CH:22][N:21]=1. (2) The reactants are: [CH3:1][O:2][C:3]1[CH:16]=[CH:15][C:6]([CH2:7][N:8]2[CH2:13][CH2:12][CH:11]([OH:14])[CH2:10][CH2:9]2)=[CH:5][CH:4]=1.C1(P(C2C=CC=CC=2)C2C=CC=CC=2)C=CC=CC=1.[Cl:36][C:37]1[CH:38]=[C:39]([CH:44]=[CH:45][C:46]=1O)[C:40]([O:42][CH3:43])=[O:41].N(C(OC(C)C)=O)=NC(OC(C)C)=O. Given the product [Cl:36][C:37]1[CH:38]=[C:39]([CH:44]=[CH:45][C:46]=1[O:14][CH:11]1[CH2:10][CH2:9][N:8]([CH2:7][C:6]2[CH:5]=[CH:4][C:3]([O:2][CH3:1])=[CH:16][CH:15]=2)[CH2:13][CH2:12]1)[C:40]([O:42][CH3:43])=[O:41], predict the reactants needed to synthesize it. (3) Given the product [F:25][C:26]([F:30])([F:29])[CH2:27][NH:28][C:21]([C:17]1[N:18]([CH3:20])[N:19]=[C:15]([NH:14][CH2:13][C:12]2[C:8]([C:5]3[CH:6]=[CH:7][C:2]([F:1])=[CH:3][CH:4]=3)=[N:9][O:10][C:11]=2[CH3:24])[CH:16]=1)=[O:22], predict the reactants needed to synthesize it. The reactants are: [F:1][C:2]1[CH:7]=[CH:6][C:5]([C:8]2[C:12]([CH2:13][NH:14][C:15]3[CH:16]=[C:17]([C:21](O)=[O:22])[N:18]([CH3:20])[N:19]=3)=[C:11]([CH3:24])[O:10][N:9]=2)=[CH:4][CH:3]=1.[F:25][C:26]([F:30])([F:29])[CH2:27][NH2:28]. (4) Given the product [CH2:67]([O:71][CH2:72][CH2:73][O:74][C:75]1[CH:80]=[CH:79][C:78]([C:81]2[CH:86]=[CH:85][C:84]([N:87]([CH2:89][CH:90]([CH3:92])[CH3:91])[CH3:88])=[C:83](/[CH:93]=[CH:94]/[C:95]([NH:45][C:44]3[CH:43]=[CH:42][C:41]([S@:39]([CH2:38][C:37]4[N:33]([CH2:30][CH2:31][CH3:32])[CH:34]=[N:35][CH:36]=4)=[O:40])=[CH:47][CH:46]=3)=[O:96])[CH:82]=2)=[CH:77][CH:76]=1)[CH2:68][CH2:69][CH3:70], predict the reactants needed to synthesize it. The reactants are: O.C1(C)C=CC(C([C@](C(O)=O)(O)[C@](C(C2C=CC(C)=CC=2)=O)(O)C(O)=O)=O)=CC=1.[CH2:30]([N:33]1[C:37]([CH2:38][S@@:39]([C:41]2[CH:47]=[CH:46][C:44]([NH2:45])=[CH:43][CH:42]=2)=[O:40])=[CH:36][N:35]=[CH:34]1)[CH2:31][CH3:32].Cl.C(N1C(C[S@@](C2C=CC(N)=CC=2)=O)=CN=C1)CC.[CH2:67]([O:71][CH2:72][CH2:73][O:74][C:75]1[CH:80]=[CH:79][C:78]([C:81]2[CH:86]=[CH:85][C:84]([N:87]([CH2:89][CH:90]([CH3:92])[CH3:91])[CH3:88])=[C:83](/[CH:93]=[CH:94]/[C:95](O)=[O:96])[CH:82]=2)=[CH:77][CH:76]=1)[CH2:68][CH2:69][CH3:70].C(Cl)(=O)C(Cl)=O.